Dataset: Peptide-MHC class I binding affinity with 185,985 pairs from IEDB/IMGT. Task: Regression. Given a peptide amino acid sequence and an MHC pseudo amino acid sequence, predict their binding affinity value. This is MHC class I binding data. (1) The peptide sequence is ERSASGGVY. The MHC is HLA-A24:02 with pseudo-sequence HLA-A24:02. The binding affinity (normalized) is 0. (2) The peptide sequence is NSGDKYLGPR. The MHC is HLA-A11:01 with pseudo-sequence HLA-A11:01. The binding affinity (normalized) is 0.